Dataset: Peptide-MHC class I binding affinity with 185,985 pairs from IEDB/IMGT. Task: Regression. Given a peptide amino acid sequence and an MHC pseudo amino acid sequence, predict their binding affinity value. This is MHC class I binding data. (1) The peptide sequence is AAVDLSHFL. The MHC is HLA-A33:01 with pseudo-sequence HLA-A33:01. The binding affinity (normalized) is 0. (2) The peptide sequence is RPMTYKAAV. The MHC is HLA-B44:03 with pseudo-sequence HLA-B44:03. The binding affinity (normalized) is 0. (3) The peptide sequence is EELKSLYNTI. The MHC is HLA-A68:02 with pseudo-sequence HLA-A68:02. The binding affinity (normalized) is 0.308. (4) The peptide sequence is VVYKTGAIR. The MHC is HLA-A31:01 with pseudo-sequence HLA-A31:01. The binding affinity (normalized) is 0.622. (5) The peptide sequence is PFGMSRILL. The MHC is HLA-B07:02 with pseudo-sequence HLA-B07:02. The binding affinity (normalized) is 0.0802. (6) The peptide sequence is ETKKTMLAL. The MHC is HLA-B58:01 with pseudo-sequence HLA-B58:01. The binding affinity (normalized) is 0.0847. (7) The peptide sequence is EEYCTGLCV. The MHC is H-2-Kb with pseudo-sequence H-2-Kb. The binding affinity (normalized) is 0.324. (8) The peptide sequence is VPRVHNQPQ. The MHC is HLA-A30:01 with pseudo-sequence HLA-A30:01. The binding affinity (normalized) is 0.0847.